From a dataset of Catalyst prediction with 721,799 reactions and 888 catalyst types from USPTO. Predict which catalyst facilitates the given reaction. (1) Reactant: C([Li])CCC.[Br-].[Cl:7][C:8]1[CH:33]=[CH:32][C:11]([CH2:12][P+](C2C=CC=CC=2)(C2C=CC=CC=2)C2C=CC=CC=2)=[CH:10][C:9]=1[F:34].O=[C:36]1[CH2:41][CH2:40][N:39]([C:42]([O:44][C:45]([CH3:48])([CH3:47])[CH3:46])=[O:43])[CH2:38][CH2:37]1. Product: [Cl:7][C:8]1[CH:33]=[CH:32][C:11]([CH:12]=[C:36]2[CH2:41][CH2:40][N:39]([C:42]([O:44][C:45]([CH3:48])([CH3:47])[CH3:46])=[O:43])[CH2:38][CH2:37]2)=[CH:10][C:9]=1[F:34]. The catalyst class is: 1. (2) Product: [NH2:16][C:3]1[CH:4]=[C:5]([C:8]2[CH:13]([CH3:14])[S:12][C:11](=[O:15])[NH:10][N:9]=2)[CH:6]=[CH:7][C:2]=1[NH2:1]. Reactant: [NH2:1][C:2]1[CH:7]=[CH:6][C:5]([C:8]2[CH:13]([CH3:14])[S:12][C:11](=[O:15])[NH:10][N:9]=2)=[CH:4][C:3]=1[N+:16]([O-])=O. The catalyst class is: 227.